Task: Predict the reaction yield, written as a fraction of the theoretical maximum amount of product (1.0 means a 100% yield; for example, 0.34 means a 34% yield).. Dataset: Reaction yield outcomes from USPTO patents with 853,638 reactions (1) The reactants are [C:1]1([C:27]2[CH:32]=[CH:31][CH:30]=[CH:29][CH:28]=2)[CH:6]=[CH:5][C:4]([C@@:7]2(O)[CH2:11][N:10]([C:12]([O:14][CH2:15][C:16]3[CH:21]=[CH:20][CH:19]=[CH:18][CH:17]=3)=[O:13])[C@H:9]([C:22]([O:24][CH3:25])=[O:23])[CH2:8]2)=[CH:3][CH:2]=1.[CH2:33]([SH:36])[CH:34]=[CH2:35]. The catalyst is C(#N)C.FC(F)(F)S([O-])(=O)=O.[Sc+3].FC(F)(F)S([O-])(=O)=O.FC(F)(F)S([O-])(=O)=O. The product is [CH2:33]([S:36][C@:7]1([C:4]2[CH:5]=[CH:6][C:1]([C:27]3[CH:32]=[CH:31][CH:30]=[CH:29][CH:28]=3)=[CH:2][CH:3]=2)[CH2:11][N:10]([C:12]([O:14][CH2:15][C:16]2[CH:21]=[CH:20][CH:19]=[CH:18][CH:17]=2)=[O:13])[C@H:9]([C:22]([O:24][CH3:25])=[O:23])[CH2:8]1)[CH:34]=[CH2:35]. The yield is 0.221. (2) The reactants are Cl.[NH2:2][C:3]1[N:10]=[C:9]([C:11]2[C:16]([OH:17])=[CH:15][CH:14]=[CH:13][C:12]=2[O:18][CH2:19][CH:20]2[CH2:22][CH2:21]2)[CH:8]=[C:7]([CH:23]2[CH2:28][CH2:27][CH2:26][NH:25][CH2:24]2)[C:4]=1[C:5]#[N:6].C=O.[C:31]([BH3-])#N.[Na+]. The catalyst is CO. The product is [NH2:2][C:3]1[N:10]=[C:9]([C:11]2[C:16]([OH:17])=[CH:15][CH:14]=[CH:13][C:12]=2[O:18][CH2:19][CH:20]2[CH2:21][CH2:22]2)[CH:8]=[C:7]([CH:23]2[CH2:28][CH2:27][CH2:26][N:25]([CH3:31])[CH2:24]2)[C:4]=1[C:5]#[N:6]. The yield is 0.150. (3) The reactants are [F:1][C:2]1[CH:7]=[CH:6][C:5]([C:8]2[C:9]3[CH:21]=[CH:20][C:19](=[O:22])[N:18]([C:23]4[CH:28]=[CH:27][CH:26]=[CH:25][C:24]=4[CH3:29])[C:10]=3[N:11]=[C:12](S(C)(=O)=O)[N:13]=2)=[C:4]([CH3:30])[CH:3]=1.[CH2:31]([NH2:33])[CH3:32]. No catalyst specified. The product is [CH2:31]([NH:33][C:12]1[N:13]=[C:8]([C:5]2[CH:6]=[CH:7][C:2]([F:1])=[CH:3][C:4]=2[CH3:30])[C:9]2[CH:21]=[CH:20][C:19](=[O:22])[N:18]([C:23]3[CH:28]=[CH:27][CH:26]=[CH:25][C:24]=3[CH3:29])[C:10]=2[N:11]=1)[CH3:32]. The yield is 0.820.